From a dataset of Full USPTO retrosynthesis dataset with 1.9M reactions from patents (1976-2016). Predict the reactants needed to synthesize the given product. Given the product [Cl:33][C:30]1[CH:31]=[CH:32][C:23]([NH:22][CH:1]2[CH2:6][CH2:5][CH2:4][CH2:3][CH2:2]2)=[C:24]([CH:29]=1)[C:25]([O:27][CH3:28])=[O:26], predict the reactants needed to synthesize it. The reactants are: [C:1]1(=O)[CH2:6][CH2:5][CH2:4][CH2:3][CH2:2]1.C(O[BH-](OC(=O)C)OC(=O)C)(=O)C.[Na+].[NH2:22][C:23]1[CH:32]=[CH:31][C:30]([Cl:33])=[CH:29][C:24]=1[C:25]([O:27][CH3:28])=[O:26].